Dataset: Merck oncology drug combination screen with 23,052 pairs across 39 cell lines. Task: Regression. Given two drug SMILES strings and cell line genomic features, predict the synergy score measuring deviation from expected non-interaction effect. (1) Drug 1: Cn1nnc2c(C(N)=O)ncn2c1=O. Drug 2: Cc1nc(Nc2ncc(C(=O)Nc3c(C)cccc3Cl)s2)cc(N2CCN(CCO)CC2)n1. Cell line: HT144. Synergy scores: synergy=-70.1. (2) Drug 1: CC1CC2C3CCC4=CC(=O)C=CC4(C)C3(F)C(O)CC2(C)C1(O)C(=O)CO. Drug 2: NC(=O)c1cccc2cn(-c3ccc(C4CCCNC4)cc3)nc12. Cell line: OVCAR3. Synergy scores: synergy=34.7. (3) Drug 1: O=P1(N(CCCl)CCCl)NCCCO1. Drug 2: O=C(O)C1(Cc2cccc(Nc3nccs3)n2)CCC(Oc2cccc(Cl)c2F)CC1. Cell line: OCUBM. Synergy scores: synergy=21.1.